Dataset: Reaction yield outcomes from USPTO patents with 853,638 reactions. Task: Predict the reaction yield, written as a fraction of the theoretical maximum amount of product (1.0 means a 100% yield; for example, 0.34 means a 34% yield). (1) The reactants are [CH3:1][C:2]([S:25][S:26][CH3:27])([CH3:24])[CH2:3][S:4][CH2:5][C:6]1[CH:7]=[C:8](CCS([O-])(=O)=O)[CH:9]=[C:10]([CH2:12]CS([O-])(=O)=O)[CH:11]=1.[C:28](=[O:31])([O-])[O-].[K+].[K+].CN(C)C=[O:37]. No catalyst specified. The product is [CH3:1][C:2]([S:25][S:26][CH3:27])([CH3:24])[CH2:3][S:4][CH2:5][C:6]1[CH:7]=[C:8]([CH2:28][OH:31])[CH:9]=[C:10]([CH2:12][OH:37])[CH:11]=1. The yield is 0.210. (2) The reactants are C[O:2][C:3](=O)[CH2:4][C:5]([NH:7][C:8]1[CH:13]=[CH:12][C:11]([CH:14]=[CH:15][C:16]2[CH:21]=[CH:20][C:19]([F:22])=[CH:18][CH:17]=2)=[CH:10][CH:9]=1)=[O:6].[NH3:24]. The catalyst is CO. The product is [F:22][C:19]1[CH:20]=[CH:21][C:16]([CH:15]=[CH:14][C:11]2[CH:12]=[CH:13][C:8]([NH:7][C:5](=[O:6])[CH2:4][C:3]([NH2:24])=[O:2])=[CH:9][CH:10]=2)=[CH:17][CH:18]=1. The yield is 0.890. (3) The reactants are S(=O)(=O)(O)O.[N+]([O-])(O)=O.[CH:10]12[CH2:19][CH:14]3[CH2:15][CH:16]([CH2:18][CH:12]([CH2:13]3)[CH:11]1[NH2:20])[CH2:17]2.[OH-:21].[Na+]. The catalyst is O. The product is [NH2:20][CH:11]1[CH:12]2[CH2:18][C:16]3([OH:21])[CH2:15][CH:14]([CH2:19][CH:10]1[CH2:17]3)[CH2:13]2. The yield is 0.610. (4) The reactants are [Br:1][C:2]1[CH:7]=[CH:6][CH:5]=[CH:4][C:3]=1I.[CH3:9][C:10]1[CH:15]=[C:14]([CH3:16])[CH:13]=[CH:12][C:11]=1[SH:17].C([N:25]1[CH2:30][CH2:29][NH:28][CH2:27][CH2:26]1)(OC(C)(C)C)=O. The catalyst is C1(C)C=CC=CC=1.C1C=CC(P(C2C(C3C(P(C4C=CC=CC=4)C4C=CC=CC=4)=CC=C4C=3C=CC=C4)=C3C(C=CC=C3)=CC=2)C2C=CC=CC=2)=CC=1. The product is [BrH:1].[CH3:9][C:10]1[CH:15]=[C:14]([CH3:16])[CH:13]=[CH:12][C:11]=1[S:17][C:2]1[CH:7]=[CH:6][CH:5]=[CH:4][C:3]=1[N:25]1[CH2:30][CH2:29][NH:28][CH2:27][CH2:26]1. The yield is 0.360.